From a dataset of Catalyst prediction with 721,799 reactions and 888 catalyst types from USPTO. Predict which catalyst facilitates the given reaction. (1) Reactant: [C:1]1([C:24]2[CH:29]=[CH:28][CH:27]=[CH:26][CH:25]=2)[CH:6]=[CH:5][C:4]([CH2:7][O:8][C:9]2[CH:10]=[C:11]3[C:16](=[CH:17][CH:18]=2)[CH2:15][CH:14]([CH2:19][CH2:20][N:21]([CH3:23])[CH3:22])[CH2:13][CH2:12]3)=[CH:3][CH:2]=1.[C:30]([OH:37])(=[O:36])/[CH:31]=[CH:32]/[C:33]([OH:35])=[O:34]. Product: [C:30]([OH:37])(=[O:36])/[CH:31]=[CH:32]/[C:33]([OH:35])=[O:34].[C:1]1([C:24]2[CH:25]=[CH:26][CH:27]=[CH:28][CH:29]=2)[CH:2]=[CH:3][C:4]([CH2:7][O:8][C:9]2[CH:10]=[C:11]3[C:16](=[CH:17][CH:18]=2)[CH2:15][CH:14]([CH2:19][CH2:20][N:21]([CH3:23])[CH3:22])[CH2:13][CH2:12]3)=[CH:5][CH:6]=1. The catalyst class is: 5. (2) Reactant: [Br:1][C:2]1[CH:3]=[C:4]2[C:9](=[O:10])[O:8][C:6](=O)[C:5]2=[CH:11][CH:12]=1.Cl.[NH2:14][CH:15]1[CH2:21][CH2:20][C:19](=[O:22])[NH:18][C:16]1=[O:17].C([O-])(=O)C.[Na+]. Product: [Br:1][C:2]1[CH:3]=[C:4]2[C:5](=[CH:11][CH:12]=1)[C:6](=[O:8])[N:14]([CH:15]1[CH2:21][CH2:20][C:19](=[O:22])[NH:18][C:16]1=[O:17])[C:9]2=[O:10]. The catalyst class is: 15. (3) Reactant: [H-].[H-].[H-].[H-].[Li+].[Al+3].C(O[C:12](=O)[N:13](C)[CH2:14][C:15]1([C:21]2[CH:26]=[CH:25][C:24]([O:27][CH2:28][CH2:29][CH2:30][N:31]3[CH2:35][CH2:34][CH2:33][CH2:32]3)=[CH:23][CH:22]=2)[CH2:20][CH2:19][O:18][CH2:17][CH2:16]1)(C)(C)C. Product: [CH3:12][NH:13][CH2:14][C:15]1([C:21]2[CH:26]=[CH:25][C:24]([O:27][CH2:28][CH2:29][CH2:30][N:31]3[CH2:35][CH2:34][CH2:33][CH2:32]3)=[CH:23][CH:22]=2)[CH2:20][CH2:19][O:18][CH2:17][CH2:16]1. The catalyst class is: 1. (4) Reactant: [Cl:1][C:2]1[CH:7]=[CH:6][CH:5]=[CH:4][C:3]=1[C:8]1[CH:13]=[CH:12][N:11]=[CH:10][C:9]=1[N:14]([CH3:34])[C:15]([C:17]1([C:20]2[CH:25]=[C:24]([C:26]([F:29])([F:28])[F:27])[CH:23]=[C:22]([C:30]([F:33])([F:32])[F:31])[CH:21]=2)[CH2:19][CH2:18]1)=[O:16].Cl. Product: [ClH:1].[Cl:1][C:2]1[CH:7]=[CH:6][CH:5]=[CH:4][C:3]=1[C:8]1[CH:13]=[CH:12][N:11]=[CH:10][C:9]=1[N:14]([CH3:34])[C:15]([C:17]1([C:20]2[CH:25]=[C:24]([C:26]([F:27])([F:28])[F:29])[CH:23]=[C:22]([C:30]([F:33])([F:31])[F:32])[CH:21]=2)[CH2:18][CH2:19]1)=[O:16]. The catalyst class is: 5. (5) Reactant: [CH2:1]([O:3][C:4](=[O:16])[CH:5]([CH2:11][CH:12]([C:14]#[N:15])[CH3:13])[C:6](OCC)=[O:7])[CH3:2].[H][H]. Product: [CH2:1]([O:3][C:4]([CH:5]1[CH2:11][CH:12]([CH3:13])[CH2:14][NH:15][C:6]1=[O:7])=[O:16])[CH3:2]. The catalyst class is: 810. (6) Reactant: B.C1C[O:5]CC1.[Cl:7][C:8]1[CH:15]=[C:14]([N:16]([CH2:26][C:27]2[CH:32]=[CH:31][CH:30]=[CH:29][C:28]=2[CH3:33])[C@H:17]2[CH2:21][C:20](=[O:22])[N:19]([CH2:23][CH:24]=[CH2:25])[CH2:18]2)[CH:13]=[CH:12][C:9]=1[C:10]#[N:11].O.OO.[OH-].[Na+]. Product: [Cl:7][C:8]1[CH:15]=[C:14]([N:16]([C@H:17]2[CH2:21][C:20](=[O:22])[N:19]([CH2:23][CH2:24][CH2:25][OH:5])[CH2:18]2)[CH2:26][C:27]2[CH:32]=[CH:31][CH:30]=[CH:29][C:28]=2[CH3:33])[CH:13]=[CH:12][C:9]=1[C:10]#[N:11]. The catalyst class is: 1. (7) Reactant: C(N[C:10]([N:12]([CH2:21][C:22]1[NH:26][C:25]([CH2:27][CH2:28][CH2:29][CH3:30])=[N:24][C:23]=1[Cl:31])[C:13]1[N:14]=[CH:15][NH:16][C:17]=1[C:18]([NH2:20])=[O:19])=[S:11])(=O)C1C=CC=CC=1. Product: [CH2:27]([C:25]1[NH:26][C:22]([CH2:21][N:12]2[C:13]3[N:14]=[CH:15][NH:16][C:17]=3[C:18](=[O:19])[NH:20][C:10]2=[S:11])=[C:23]([Cl:31])[N:24]=1)[CH2:28][CH2:29][CH3:30]. The catalyst class is: 328. (8) Reactant: [C:1]([O:5][C:6](=[O:23])[N:7]([CH2:9][CH2:10][CH2:11][CH2:12][NH:13][CH2:14][C:15]1[C:20]([CH3:21])=[CH:19][C:18]([CH3:22])=[CH:17][N:16]=1)[CH3:8])([CH3:4])([CH3:3])[CH3:2].[C:24]1([CH:34]=O)[C:33]2[C:28](=[CH:29][CH:30]=[CH:31][CH:32]=2)[CH:27]=[CH:26][N:25]=1.[BH-](OC(C)=O)(OC(C)=O)OC(C)=O.[Na+]. Product: [C:1]([O:5][C:6](=[O:23])[N:7]([CH2:9][CH2:10][CH2:11][CH2:12][N:13]([CH2:14][C:15]1[C:20]([CH3:21])=[CH:19][C:18]([CH3:22])=[CH:17][N:16]=1)[CH2:34][C:24]1[C:33]2[C:28](=[CH:29][CH:30]=[CH:31][CH:32]=2)[CH:27]=[CH:26][N:25]=1)[CH3:8])([CH3:3])([CH3:2])[CH3:4]. The catalyst class is: 2. (9) Reactant: [CH3:1][N:2]([CH3:28])[CH2:3][CH2:4][C:5]1[C:10]([O:11][CH3:12])=[CH:9][C:8]([C:13]2[N:18]=[C:17]([NH:19]C(=O)C(C)(C)C)[CH:16]=[CH:15][CH:14]=2)=[C:7]([O:26][CH3:27])[CH:6]=1.[OH-].[Na+]. Product: [CH3:28][N:2]([CH3:1])[CH2:3][CH2:4][C:5]1[C:10]([O:11][CH3:12])=[CH:9][C:8]([C:13]2[N:18]=[C:17]([NH2:19])[CH:16]=[CH:15][CH:14]=2)=[C:7]([O:26][CH3:27])[CH:6]=1. The catalyst class is: 12. (10) Reactant: [Cl:1][C:2]1[C:3]2[CH:13]=[CH:12][C:11](=[O:14])[N:10]([C:15]3[C:20]([F:21])=[CH:19][CH:18]=[CH:17][C:16]=3[F:22])[C:4]=2[N:5]=[C:6]([S:8][CH3:9])[N:7]=1.C1C=C(Cl)C=C(C(OO)=[O:31])C=1. Product: [Cl:1][C:2]1[C:3]2[CH:13]=[CH:12][C:11](=[O:14])[N:10]([C:15]3[C:16]([F:22])=[CH:17][CH:18]=[CH:19][C:20]=3[F:21])[C:4]=2[N:5]=[C:6]([S:8]([CH3:9])=[O:31])[N:7]=1. The catalyst class is: 4.